Regression. Given a peptide amino acid sequence and an MHC pseudo amino acid sequence, predict their binding affinity value. This is MHC class II binding data. From a dataset of Peptide-MHC class II binding affinity with 134,281 pairs from IEDB. (1) The peptide sequence is KPLLIIAEDVEGEY. The MHC is DRB1_0802 with pseudo-sequence DRB1_0802. The binding affinity (normalized) is 0.743. (2) The peptide sequence is PPLYATGRLSQAQLM. The MHC is HLA-DQA10102-DQB10602 with pseudo-sequence HLA-DQA10102-DQB10602. The binding affinity (normalized) is 0.383.